This data is from Reaction yield outcomes from USPTO patents with 853,638 reactions. The task is: Predict the reaction yield, written as a fraction of the theoretical maximum amount of product (1.0 means a 100% yield; for example, 0.34 means a 34% yield). (1) The reactants are [CH2:1]([NH:8][C:9]([C:11]1[S:15][C:14](Br)=[N:13][C:12]=1[CH3:17])=[O:10])[C:2]1[CH:7]=[CH:6][CH:5]=[CH:4][CH:3]=1.C([O-])([O-])=O.[Na+].[Na+].[Cl:24][C:25]1[N:30]=[C:29](B2OC(C)(C)C(C)(C)O2)[CH:28]=[N:27][CH:26]=1.O. The catalyst is COC.C1C=CC(P(C2C=CC=CC=2)[C-]2C=CC=C2)=CC=1.C1C=CC(P(C2C=CC=CC=2)[C-]2C=CC=C2)=CC=1.Cl[Pd]Cl.[Fe+2]. The product is [CH2:1]([NH:8][C:9]([C:11]1[S:15][C:14]([C:29]2[CH:28]=[N:27][CH:26]=[C:25]([Cl:24])[N:30]=2)=[N:13][C:12]=1[CH3:17])=[O:10])[C:2]1[CH:7]=[CH:6][CH:5]=[CH:4][CH:3]=1. The yield is 0.230. (2) The catalyst is CN(C=O)C. The yield is 0.970. The reactants are [CH:1]1([CH2:4][OH:5])[CH2:3][CH2:2]1.[H-].[Na+].Br[C:9]1[CH:14]=[CH:13][C:12]([Br:15])=[CH:11][N:10]=1. The product is [Br:15][C:12]1[CH:13]=[CH:14][C:9]([O:5][CH2:4][CH:1]2[CH2:3][CH2:2]2)=[N:10][CH:11]=1. (3) The reactants are COC1C=C(OC)C=CC=1C[N:6]([C:30]1[CH:35]=[CH:34][N:33]=[CH:32][N:31]=1)[S:7]([C:10]1[CH:15]=[C:14]([F:16])[C:13]([O:17][C@H:18]2[CH2:23][CH2:22][CH2:21][CH2:20][C@@H:19]2[N:24]2[CH:28]=[CH:27][N:26]=[CH:25]2)=[CH:12][C:11]=1[F:29])(=[O:9])=[O:8].C([SiH](CC)CC)C.FC(F)(F)C(O)=O. The catalyst is ClCCl. The product is [F:29][C:11]1[CH:12]=[C:13]([O:17][C@H:18]2[CH2:23][CH2:22][CH2:21][CH2:20][C@H:19]2[N:24]2[CH:28]=[CH:27][N:26]=[CH:25]2)[C:14]([F:16])=[CH:15][C:10]=1[S:7]([NH:6][C:30]1[CH:35]=[CH:34][N:33]=[CH:32][N:31]=1)(=[O:8])=[O:9]. The yield is 0.940. (4) The product is [CH2:9]([O:8][CH:7]([O:11][CH2:12][CH3:13])[C:4]1[S:5][CH:6]=[C:2]([CH:15]=[O:16])[CH:3]=1)[CH3:10]. The catalyst is CCCCCC. The reactants are Br[C:2]1[CH:3]=[C:4]([CH:7]([O:11][CH2:12][CH3:13])[O:8][CH2:9][CH3:10])[S:5][CH:6]=1.C[CH2:15][O:16]CC.C([Li])CCC.CN(C=O)C. The yield is 0.420. (5) The reactants are FC(F)(F)S(O[C:7]1[C:8]([C:17]([N:19]([O:21][CH3:22])[CH3:20])=[O:18])=[CH:9][CH:10]=[C:11]2[C:16]=1[N:15]=[CH:14][CH:13]=[CH:12]2)(=O)=O.[F:25][C:26]1[CH:27]=[C:28](B(O)O)[CH:29]=[C:30]([F:32])[CH:31]=1.C(=O)([O-])[O-].[Na+].[Na+].O. The catalyst is O1CCOCC1.C(OCC)(=O)C.C1C=CC([P]([Pd]([P](C2C=CC=CC=2)(C2C=CC=CC=2)C2C=CC=CC=2)([P](C2C=CC=CC=2)(C2C=CC=CC=2)C2C=CC=CC=2)[P](C2C=CC=CC=2)(C2C=CC=CC=2)C2C=CC=CC=2)(C2C=CC=CC=2)C2C=CC=CC=2)=CC=1. The product is [F:25][C:26]1[CH:27]=[C:28]([C:7]2[C:8]([C:17]([N:19]([O:21][CH3:22])[CH3:20])=[O:18])=[CH:9][CH:10]=[C:11]3[C:16]=2[N:15]=[CH:14][CH:13]=[CH:12]3)[CH:29]=[C:30]([F:32])[CH:31]=1. The yield is 0.814. (6) The reactants are Br[C:2]1[N:6]([CH2:7][C:8]2[CH:13]=[CH:12][C:11]([O:14][CH3:15])=[CH:10][CH:9]=2)[N:5]=[N:4][N:3]=1.O.[NH2:17][NH2:18]. The catalyst is CC(O)C. The product is [NH:17]([C:2]1[N:6]([CH2:7][C:8]2[CH:13]=[CH:12][C:11]([O:14][CH3:15])=[CH:10][CH:9]=2)[N:5]=[N:4][N:3]=1)[NH2:18]. The yield is 0.800.